From a dataset of Reaction yield outcomes from USPTO patents with 853,638 reactions. Predict the reaction yield, written as a fraction of the theoretical maximum amount of product (1.0 means a 100% yield; for example, 0.34 means a 34% yield). (1) The reactants are [CH3:1][O:2][C:3]1[CH:4]=[C:5]([OH:12])[CH:6]=[CH:7][C:8]=1[N+:9]([O-:11])=[O:10].C([O-])([O-])=O.[K+].[K+].Cl[CH2:20][CH2:21][OH:22].CN(C=O)C. The catalyst is C(#N)C.O. The product is [CH3:1][O:2][C:3]1[CH:4]=[C:5]([CH:6]=[CH:7][C:8]=1[N+:9]([O-:11])=[O:10])[O:12][CH2:20][CH2:21][OH:22]. The yield is 0.500. (2) The reactants are [Cl:1][C:2]1[CH:3]=[C:4]([C:8](=[N:10][OH:11])[NH2:9])[CH:5]=[CH:6][CH:7]=1.[Cl:12][CH:13]([CH3:17])[C:14](Cl)=O. The catalyst is C(Cl)Cl. The product is [Cl:12][CH:13]([C:17]1[O:11][N:10]=[C:8]([C:4]2[CH:5]=[CH:6][CH:7]=[C:2]([Cl:1])[CH:3]=2)[N:9]=1)[CH3:14]. The yield is 0.670. (3) The reactants are [CH3:1][O:2][C:3]1[C:4]([CH:26]=[C:27]([CH3:29])[CH3:28])=[CH:5][C:6]2[C:12]3[N:13]([C:21]4[CH:25]=[CH:24][S:23][CH:22]=4)[N:14]=[C:15]([C:16]([O:18]CC)=[O:17])[C:11]=3[CH2:10][O:9][C:7]=2[CH:8]=1.C1COCC1.O.O[Li].O. The catalyst is CO. The product is [CH3:1][O:2][C:3]1[C:4]([CH:26]=[C:27]([CH3:29])[CH3:28])=[CH:5][C:6]2[C:12]3[N:13]([C:21]4[CH:25]=[CH:24][S:23][CH:22]=4)[N:14]=[C:15]([C:16]([OH:18])=[O:17])[C:11]=3[CH2:10][O:9][C:7]=2[CH:8]=1. The yield is 0.850.